From a dataset of Forward reaction prediction with 1.9M reactions from USPTO patents (1976-2016). Predict the product of the given reaction. (1) Given the reactants [C:1]([C:3]1[N:7]2[N:8]=[C:9]([C:12]3[CH:17]=[CH:16][C:15]([C:18]([N:20]4[CH2:25][CH2:24][N:23]([CH3:26])[CH2:22][CH2:21]4)=[O:19])=[CH:14][CH:13]=3)[CH:10]=[CH:11][C:6]2=[N:5][CH:4]=1)#[CH:2].I[C:28]1[CH:33]=[CH:32][N:31]=[C:30]([NH2:34])[CH:29]=1.CCN(C(C)C)C(C)C, predict the reaction product. The product is: [NH2:34][C:30]1[CH:29]=[C:28]([C:2]#[C:1][C:3]2[N:7]3[N:8]=[C:9]([C:12]4[CH:13]=[CH:14][C:15]([C:18]([N:20]5[CH2:21][CH2:22][N:23]([CH3:26])[CH2:24][CH2:25]5)=[O:19])=[CH:16][CH:17]=4)[CH:10]=[CH:11][C:6]3=[N:5][CH:4]=2)[CH:33]=[CH:32][N:31]=1. (2) Given the reactants [CH3:1][C:2]1[C:7]([N+:8]([O-])=O)=[CH:6][N:5]=[C:4]([C:11]([O:13][CH3:14])=[O:12])[CH:3]=1, predict the reaction product. The product is: [NH2:8][C:7]1[C:2]([CH3:1])=[CH:3][C:4]([C:11]([O:13][CH3:14])=[O:12])=[N:5][CH:6]=1. (3) The product is: [OH:27][C@@H:24]1[CH2:25][CH2:26][N:22]([C:3]2[C:2]([B:28]3[O:32][C:31]([CH3:34])([CH3:33])[C:30]([CH3:36])([CH3:35])[O:29]3)=[CH:21][C:6]([C:7]([NH:9][C:10]3[CH:15]=[CH:14][C:13]([O:16][C:17]([F:20])([F:19])[F:18])=[CH:12][CH:11]=3)=[O:8])=[CH:5][N:4]=2)[CH2:23]1. Given the reactants Br[C:2]1[C:3]([N:22]2[CH2:26][CH2:25][C@@H:24]([OH:27])[CH2:23]2)=[N:4][CH:5]=[C:6]([CH:21]=1)[C:7]([NH:9][C:10]1[CH:15]=[CH:14][C:13]([O:16][C:17]([F:20])([F:19])[F:18])=[CH:12][CH:11]=1)=[O:8].[B:28]1([B:28]2[O:32][C:31]([CH3:34])([CH3:33])[C:30]([CH3:36])([CH3:35])[O:29]2)[O:32][C:31]([CH3:34])([CH3:33])[C:30]([CH3:36])([CH3:35])[O:29]1.COC1C=CC=C(OC)C=1C1C=CC=CC=1P(C1CCCCC1)C1CCCCC1.[O-]P([O-])([O-])=O.[K+].[K+].[K+], predict the reaction product.